From a dataset of Peptide-MHC class II binding affinity with 134,281 pairs from IEDB. Regression. Given a peptide amino acid sequence and an MHC pseudo amino acid sequence, predict their binding affinity value. This is MHC class II binding data. (1) The peptide sequence is TSSALGPQMSATVHLD. The MHC is H-2-IAb with pseudo-sequence H-2-IAb. The binding affinity (normalized) is 0.373. (2) The peptide sequence is ACKVAATAANAAPAN. The MHC is DRB1_0802 with pseudo-sequence DRB1_0802. The binding affinity (normalized) is 0.495. (3) The peptide sequence is EEGSRAYRNALSMMP. The MHC is DRB1_1301 with pseudo-sequence DRB1_1301. The binding affinity (normalized) is 0.458.